From a dataset of NCI-60 drug combinations with 297,098 pairs across 59 cell lines. Regression. Given two drug SMILES strings and cell line genomic features, predict the synergy score measuring deviation from expected non-interaction effect. (1) Drug 1: CC1=C2C(C(=O)C3(C(CC4C(C3C(C(C2(C)C)(CC1OC(=O)C(C(C5=CC=CC=C5)NC(=O)OC(C)(C)C)O)O)OC(=O)C6=CC=CC=C6)(CO4)OC(=O)C)O)C)O. Drug 2: C1=CC=C(C(=C1)C(C2=CC=C(C=C2)Cl)C(Cl)Cl)Cl. Cell line: IGROV1. Synergy scores: CSS=3.81, Synergy_ZIP=-0.887, Synergy_Bliss=5.30, Synergy_Loewe=5.24, Synergy_HSA=5.37. (2) Drug 1: CC(C1=C(C=CC(=C1Cl)F)Cl)OC2=C(N=CC(=C2)C3=CN(N=C3)C4CCNCC4)N. Drug 2: CC1=C2C(C(=O)C3(C(CC4C(C3C(C(C2(C)C)(CC1OC(=O)C(C(C5=CC=CC=C5)NC(=O)OC(C)(C)C)O)O)OC(=O)C6=CC=CC=C6)(CO4)OC(=O)C)O)C)O. Cell line: HOP-62. Synergy scores: CSS=27.0, Synergy_ZIP=5.49, Synergy_Bliss=7.32, Synergy_Loewe=-22.7, Synergy_HSA=4.28. (3) Drug 1: C1=CC=C(C(=C1)C(C2=CC=C(C=C2)Cl)C(Cl)Cl)Cl. Drug 2: CC1=C(C=C(C=C1)C(=O)NC2=CC(=CC(=C2)C(F)(F)F)N3C=C(N=C3)C)NC4=NC=CC(=N4)C5=CN=CC=C5. Cell line: RXF 393. Synergy scores: CSS=-2.90, Synergy_ZIP=-0.0202, Synergy_Bliss=-2.65, Synergy_Loewe=-4.16, Synergy_HSA=-3.65. (4) Drug 1: CC(C)(C#N)C1=CC(=CC(=C1)CN2C=NC=N2)C(C)(C)C#N. Drug 2: B(C(CC(C)C)NC(=O)C(CC1=CC=CC=C1)NC(=O)C2=NC=CN=C2)(O)O. Cell line: IGROV1. Synergy scores: CSS=40.4, Synergy_ZIP=0.946, Synergy_Bliss=-0.648, Synergy_Loewe=-10.1, Synergy_HSA=-3.02. (5) Drug 1: CC1=C(C=C(C=C1)NC2=NC=CC(=N2)N(C)C3=CC4=NN(C(=C4C=C3)C)C)S(=O)(=O)N.Cl. Drug 2: C1=NC2=C(N=C(N=C2N1C3C(C(C(O3)CO)O)O)F)N. Cell line: ACHN. Synergy scores: CSS=12.4, Synergy_ZIP=-3.39, Synergy_Bliss=2.33, Synergy_Loewe=2.41, Synergy_HSA=3.07.